From a dataset of Reaction yield outcomes from USPTO patents with 853,638 reactions. Predict the reaction yield, written as a fraction of the theoretical maximum amount of product (1.0 means a 100% yield; for example, 0.34 means a 34% yield). (1) The reactants are [C:1]1([CH:7]2[CH:12]=[C:11]([N:13]3[CH2:17][CH2:16][CH2:15][CH2:14]3)[CH2:10][CH2:9][N:8]2[C:18](=[O:20])[CH3:19])[CH:6]=[CH:5][CH:4]=[CH:3][CH:2]=1.Cl[C:22](=[N:28][OH:29])[C:23]([O:25][CH2:26][CH3:27])=[O:24].C(N(CC)CC)C. The catalyst is ClCCl. The product is [C:18]([N:8]1[CH2:9][CH2:10][C:11]2([N:13]3[CH2:14][CH2:15][CH2:16][CH2:17]3)[O:29][N:28]=[C:22]([C:23]([O:25][CH2:26][CH3:27])=[O:24])[CH:12]2[CH:7]1[C:1]1[CH:2]=[CH:3][CH:4]=[CH:5][CH:6]=1)(=[O:20])[CH3:19]. The yield is 0.800. (2) The reactants are [CH3:1][N:2]([C:11]1[CH:12]=[CH:13][CH:14]=[C:15]2[C:19]=1[NH:18][C:17]([C:20]1[S:21][CH:22]([CH2:25][C:26](=O)[CH:27]=[CH2:28])[CH2:23][N:24]=1)=[CH:16]2)[S:3]([C:6]1[S:7][CH:8]=[CH:9][CH:10]=1)(=[O:5])=[O:4].[CH3:30][NH:31][NH2:32].O1CCCC1. The catalyst is C(OCC)(=O)C. The product is [CH3:1][N:2]([C:11]1[CH:12]=[CH:13][CH:14]=[C:15]2[C:19]=1[NH:18][C:17]([C:20]1[S:21][CH:22]([CH2:25][C:26]3[CH2:27][CH2:28][N:31]([CH3:30])[N:32]=3)[CH2:23][N:24]=1)=[CH:16]2)[S:3]([C:6]1[S:7][CH:8]=[CH:9][CH:10]=1)(=[O:5])=[O:4]. The yield is 0.590.